Dataset: Forward reaction prediction with 1.9M reactions from USPTO patents (1976-2016). Task: Predict the product of the given reaction. Given the reactants N#N.[CH3:3][C:4]([O:7][C:8]([NH:10][C@H:11]([C:16]([NH:18][CH2:19][CH:20]1[O:25][CH2:24][CH2:23][N:22](CC2C=CC=CC=2)[CH2:21]1)=[O:17])[CH2:12][CH:13]([CH3:15])[CH3:14])=[O:9])([CH3:6])[CH3:5], predict the reaction product. The product is: [CH3:3][C:4]([O:7][C:8]([NH:10][C@H:11]([C:16]([NH:18][CH2:19][CH:20]1[O:25][CH2:24][CH2:23][NH:22][CH2:21]1)=[O:17])[CH2:12][CH:13]([CH3:15])[CH3:14])=[O:9])([CH3:6])[CH3:5].